This data is from Full USPTO retrosynthesis dataset with 1.9M reactions from patents (1976-2016). The task is: Predict the reactants needed to synthesize the given product. (1) Given the product [CH2:1]([O:3][CH2:4][O:5][C:6]1[C:13]([CH3:14])=[CH:12][CH:11]=[CH:10][C:7]=1[CH2:8][OH:9])[CH3:2], predict the reactants needed to synthesize it. The reactants are: [CH2:1]([O:3][CH2:4][O:5][C:6]1[C:13]([CH3:14])=[CH:12][CH:11]=[CH:10][C:7]=1[CH:8]=[O:9])[CH3:2].[BH4-].[Na+]. (2) Given the product [C:8]([O:10][CH2:11][CH3:14])(=[O:9])[CH3:1].[CH3:8][OH:9].[NH4+:3].[OH-:9], predict the reactants needed to synthesize it. The reactants are: [CH3:1]C1CNCC[NH:3]1.[C:8](O[C:8]([O:10][C:11](C)(C)[CH3:14])=[O:9])([O:10][C:11]([CH3:14])(C)C)=[O:9]. (3) Given the product [CH3:16][O:15][C:13]([C:9]1[CH:8]=[C:7]2[C:12](=[CH:11][CH:10]=1)[CH:3]=[C:4]([C:17]([OH:19])=[O:18])[CH:5]=[CH:6]2)=[O:14], predict the reactants needed to synthesize it. The reactants are: [OH-].[K+].[CH:3]1[C:12]2[C:7](=[CH:8][C:9]([C:13]([O:15][CH3:16])=[O:14])=[CH:10][CH:11]=2)[CH:6]=[CH:5][C:4]=1[C:17]([O:19]C)=[O:18]. (4) Given the product [NH:1]1[C:5]2[CH:6]=[CH:7][C:8]([N:10]3[CH:15]([C:14]4[CH:17]=[CH:18][C:19]([O:21][CH3:22])=[CH:20][C:13]=4[O:12][CH3:11])[CH2:30][NH:29][C:34]3=[O:35])=[CH:9][C:4]=2[N:3]=[CH:2]1, predict the reactants needed to synthesize it. The reactants are: [NH:1]1[C:5]2[CH:6]=[CH:7][C:8]([NH2:10])=[CH:9][C:4]=2[N:3]=[CH:2]1.[CH3:11][O:12][C:13]1[CH:20]=[C:19]([O:21][CH3:22])[CH:18]=[CH:17][C:14]=1[CH:15]=O.[Si](C#N)(C)(C)C.[N:29]1([C:34](N2C=CN=C2)=[O:35])C=CN=[CH:30]1.